Dataset: Forward reaction prediction with 1.9M reactions from USPTO patents (1976-2016). Task: Predict the product of the given reaction. (1) Given the reactants CC1C=CC(S(OCC2CC3C=C(Cl)C=C(OC)C=3O2)(=O)=O)=CC=1.[N-]=[N+]=[N-].[Na+].[N:29]([CH2:32][CH:33]1[CH2:37][C:36]2[CH:38]=[C:39]([Cl:44])[CH:40]=[C:41]([O:42][CH3:43])[C:35]=2[O:34]1)=[N+]=[N-].[N-]=[N+]=[N-], predict the reaction product. The product is: [Cl:44][C:39]1[CH:40]=[C:41]([O:42][CH3:43])[C:35]2[O:34][CH:33]([CH2:32][NH2:29])[CH2:37][C:36]=2[CH:38]=1. (2) Given the reactants [ClH:1].[CH2:2]([N:4]1[C:12]2[C:7](=[CH:8][C:9]([C:13]3[NH:14][C:15]4[N:16]([N:20]=[CH:21][C:22]=4[C:23]#[N:24])[C:17](=[O:19])[CH:18]=3)=[CH:10][CH:11]=2)[CH:6]=[N:5]1)[CH3:3], predict the reaction product. The product is: [ClH:1].[CH2:17]([O:19][C:23]([C:22]1[CH:21]=[N:20][N:16]2[C:17](=[O:19])[CH:18]=[C:13]([C:9]3[CH:8]=[C:7]4[C:12](=[CH:11][CH:10]=3)[N:4]([CH2:2][CH3:3])[N:5]=[CH:6]4)[NH:14][C:15]=12)=[NH:24])[C:18]#[CH:13]. (3) Given the reactants O[C:2]([C:4](F)(F)F)=[O:3].[CH:8]([N:11]1[C:15]([C:16]2[S:17][C:18]3[CH2:19][CH2:20][O:21][C:22]4[CH:29]=[C:28]([CH:30]5[CH2:33][N:32]([CH2:34][C:35]([OH:37])=O)[CH2:31]5)[CH:27]=[CH:26][C:23]=4[C:24]=3[N:25]=2)=[N:14][CH:13]=[N:12]1)([CH3:10])[CH3:9].C[CH2:39][N:40]=C=NCCCN(C)C.[CH:49]1C=CC2N(O)N=NC=2C=1.NCC(C)(O)C.C(N(C(C)C)CC)(C)C.C(=O)(O)[O-].[Na+], predict the reaction product. The product is: [OH:3][C:2]([CH3:4])([CH3:49])[CH2:39][NH:40][C:35](=[O:37])[CH2:34][N:32]1[CH2:33][CH:30]([C:28]2[CH:27]=[CH:26][C:23]3[C:24]4[N:25]=[C:16]([C:15]5[N:11]([CH:8]([CH3:9])[CH3:10])[N:12]=[CH:13][N:14]=5)[S:17][C:18]=4[CH2:19][CH2:20][O:21][C:22]=3[CH:29]=2)[CH2:31]1. (4) Given the reactants [Cl:1][C:2]1[CH:7]=[CH:6][CH:5]=[CH:4][C:3]=1[C:8]1[N:9]([CH3:23])[C:10]([C:13]([NH:16][C:17]2[CH:22]=[CH:21][CH:20]=[CH:19][CH:18]=2)([CH3:15])[CH3:14])=[N:11][N:12]=1.[CH2:24]=O.S(=O)(=O)(O)O.[BH4-].[Na+].[OH-].[Na+].[Cl-].[Na+], predict the reaction product. The product is: [Cl:1][C:2]1[CH:7]=[CH:6][CH:5]=[CH:4][C:3]=1[C:8]1[N:9]([CH3:23])[C:10]([C:13]([N:16]([CH3:24])[C:17]2[CH:18]=[CH:19][CH:20]=[CH:21][CH:22]=2)([CH3:15])[CH3:14])=[N:11][N:12]=1. (5) Given the reactants [C:1]([C:3]1[CH:15]=[C:14]2[C:6]([C:7]3[C:8](=[O:30])[C:9]4[CH:21]=[CH:20][C:19](OS(C(F)(F)F)(=O)=O)=[CH:18][C:10]=4[C:11]([CH3:17])([CH3:16])[C:12]=3[NH:13]2)=[CH:5][CH:4]=1)#[N:2].[CH3:31][S:32]([CH:35]1[CH2:39][CH2:38][NH:37][CH2:36]1)(=[O:34])=[O:33], predict the reaction product. The product is: [CH3:31][S:32]([CH:35]1[CH2:39][CH2:38][N:37]([C:19]2[CH:20]=[CH:21][C:9]3[C:8](=[O:30])[C:7]4[C:6]5[C:14](=[CH:15][C:3]([C:1]#[N:2])=[CH:4][CH:5]=5)[NH:13][C:12]=4[C:11]([CH3:17])([CH3:16])[C:10]=3[CH:18]=2)[CH2:36]1)(=[O:34])=[O:33]. (6) Given the reactants Br[C:2]1[CH:3]=[C:4]2[C:8](=[CH:9][CH:10]=1)[N:7]([C:11]1[CH:16]=[CH:15][N:14]=[C:13]([NH2:17])[N:12]=1)[CH:6]=[CH:5]2.[OH2:18], predict the reaction product. The product is: [NH2:17][C:13]1[N:12]=[C:11]([N:7]2[C:8]3[CH:9]=[CH:10][CH:2]=[C:3]([C:6]([NH:7][C:8]4[CH:9]=[CH:10][CH:2]=[CH:3][CH:4]=4)=[O:18])[C:4]=3[CH:5]=[CH:6]2)[CH:16]=[CH:15][N:14]=1. (7) Given the reactants O1CCN([C:7]2[CH:12]=[CH:11][C:10]([NH:13][C:14]([C:16]3[CH:17]=[C:18]([CH:26]=[CH:27][CH:28]=3)[CH2:19][S:20][CH2:21][CH2:22][C:23]([OH:25])=[O:24])=[O:15])=[C:9]([C:29]3[CH:34]=[C:33]([C:35](=[O:48])[NH:36][CH2:37][C:38]4[CH:43]=[CH:42][CH:41]=[C:40]([C:44]([F:47])([F:46])[F:45])[CH:39]=4)[CH:32]=[CH:31][N:30]=3)[CH:8]=2)CC1.[CH3:49][OH:50], predict the reaction product. The product is: [CH3:49][O:50][C:7]1[CH:12]=[CH:11][C:10]([NH:13][C:14]([C:16]2[CH:17]=[C:18]([CH:26]=[CH:27][CH:28]=2)[CH2:19][S:20][CH2:21][CH2:22][C:23]([OH:25])=[O:24])=[O:15])=[C:9]([C:29]2[CH:34]=[C:33]([C:35](=[O:48])[NH:36][CH2:37][C:38]3[CH:43]=[CH:42][CH:41]=[C:40]([C:44]([F:45])([F:47])[F:46])[CH:39]=3)[CH:32]=[CH:31][N:30]=2)[CH:8]=1. (8) Given the reactants [C:1]([O:5][C:6]([N:8]1[C@H:12]([CH3:13])[CH2:11][CH2:10][C@H:9]1[C:14]([OH:16])=O)=[O:7])([CH3:4])([CH3:3])[CH3:2].CN(C(ON1N=NC2C=CC=NC1=2)=[N+](C)C)C.F[P-](F)(F)(F)(F)F.CCN(C(C)C)C(C)C.[F:50][C:51]([F:67])([F:66])[C:52]1[N:57]=[CH:56][C:55]([C:58]2[N:63]=[CH:62][N:61]=[C:60]([CH2:64][NH2:65])[CH:59]=2)=[CH:54][CH:53]=1, predict the reaction product. The product is: [CH3:13][C@@H:12]1[CH2:11][CH2:10][C@@H:9]([C:14](=[O:16])[NH:65][CH2:64][C:60]2[CH:59]=[C:58]([C:55]3[CH:56]=[N:57][C:52]([C:51]([F:67])([F:66])[F:50])=[CH:53][CH:54]=3)[N:63]=[CH:62][N:61]=2)[N:8]1[C:6]([O:5][C:1]([CH3:2])([CH3:3])[CH3:4])=[O:7].